This data is from Peptide-MHC class I binding affinity with 185,985 pairs from IEDB/IMGT. The task is: Regression. Given a peptide amino acid sequence and an MHC pseudo amino acid sequence, predict their binding affinity value. This is MHC class I binding data. (1) The peptide sequence is SNIQFNISK. The MHC is HLA-A03:01 with pseudo-sequence HLA-A03:01. The binding affinity (normalized) is 0.214. (2) The peptide sequence is YLPDPTVGV. The MHC is HLA-A02:01 with pseudo-sequence HLA-A02:01. The binding affinity (normalized) is 1.00. (3) The MHC is Mamu-B03 with pseudo-sequence Mamu-B03. The peptide sequence is IRGKMTLTEE. The binding affinity (normalized) is 0.